This data is from Forward reaction prediction with 1.9M reactions from USPTO patents (1976-2016). The task is: Predict the product of the given reaction. (1) The product is: [Cl:1][C:2]1[CH:11]=[CH:10][C:5]([C:6]([O:8][CH3:9])=[O:7])=[C:4]([C:15]2[CH:14]=[N:13][CH:18]=[CH:17][CH:16]=2)[CH:3]=1. Given the reactants [Cl:1][C:2]1[CH:11]=[CH:10][C:5]([C:6]([O:8][CH3:9])=[O:7])=[C:4](I)[CH:3]=1.[N:13]1[CH:18]=[CH:17][CH:16]=[C:15](B(O)O)[CH:14]=1, predict the reaction product. (2) Given the reactants [O:1]1[CH2:5][CH2:4][CH:3]([C:6]([N:8]2[CH2:17][CH2:16][C:15]3[C:10](=[CH:11][C:12]([C:18]([NH:20][O:21]C4CCCCO4)=[O:19])=[CH:13][CH:14]=3)[CH2:9]2)=[O:7])[CH2:2]1, predict the reaction product. The product is: [OH:21][NH:20][C:18]([C:12]1[CH:11]=[C:10]2[C:15]([CH2:16][CH2:17][N:8]([C:6]([CH:3]3[CH2:4][CH2:5][O:1][CH2:2]3)=[O:7])[CH2:9]2)=[CH:14][CH:13]=1)=[O:19].